From a dataset of P-glycoprotein inhibition data for predicting drug efflux from Broccatelli et al.. Regression/Classification. Given a drug SMILES string, predict its absorption, distribution, metabolism, or excretion properties. Task type varies by dataset: regression for continuous measurements (e.g., permeability, clearance, half-life) or binary classification for categorical outcomes (e.g., BBB penetration, CYP inhibition). Dataset: pgp_broccatelli. (1) The drug is C1=CCN(Cc2ccccc2)C1. The result is 0 (non-inhibitor). (2) The compound is CN1CCC2=C[C@@H](O)[C@@H]3OC(=O)c4cc5c(cc4[C@H]3[C@@H]21)OCO5. The result is 0 (non-inhibitor). (3) The result is 1 (inhibitor). The drug is CC(C)(C)c1ccc(N2C(=O)c3ccccc3N[C@H]2c2ccc3c(c2)OCO3)cc1. (4) The drug is Clc1ccc([C@H](Cn2ccnc2)OCc2c(Cl)cccc2Cl)c(Cl)c1. The result is 1 (inhibitor).